Predict the reactants needed to synthesize the given product. From a dataset of Full USPTO retrosynthesis dataset with 1.9M reactions from patents (1976-2016). (1) Given the product [F:34][C:16]1([F:15])[CH2:17][CH2:18][C:19]([CH2:32][NH:33][C:8](=[O:10])[C:7]2[CH:11]=[C:3]([C:2]([F:1])([F:14])[F:13])[CH:4]=[CH:5][C:6]=2[CH3:12])([C:22]2[CH:23]=[N:24][C:25]([C:28]([F:29])([F:30])[F:31])=[CH:26][CH:27]=2)[CH2:20][CH2:21]1, predict the reactants needed to synthesize it. The reactants are: [F:1][C:2]([F:14])([F:13])[C:3]1[CH:4]=[CH:5][C:6]([CH3:12])=[C:7]([CH:11]=1)[C:8]([OH:10])=O.[F:15][C:16]1([F:34])[CH2:21][CH2:20][C:19]([CH2:32][NH2:33])([C:22]2[CH:23]=[N:24][C:25]([C:28]([F:31])([F:30])[F:29])=[CH:26][CH:27]=2)[CH2:18][CH2:17]1. (2) Given the product [Cl:1][C:2]1[CH:3]=[CH:4][C:5]([O:23][CH3:24])=[C:6]([CH:22]=1)[C:7]([NH:9][CH2:10][CH2:11][C:12]1[CH:17]=[CH:16][C:15]([S:18](=[O:20])(=[O:19])[NH:33][C:31]2[S:32][C:28]([CH:25]3[CH2:27][CH2:26]3)=[N:29][N:30]=2)=[CH:14][CH:13]=1)=[O:8], predict the reactants needed to synthesize it. The reactants are: [Cl:1][C:2]1[CH:3]=[CH:4][C:5]([O:23][CH3:24])=[C:6]([CH:22]=1)[C:7]([NH:9][CH2:10][CH2:11][C:12]1[CH:17]=[CH:16][C:15]([S:18](Cl)(=[O:20])=[O:19])=[CH:14][CH:13]=1)=[O:8].[CH:25]1([C:28]2[S:32][C:31]([NH2:33])=[N:30][N:29]=2)[CH2:27][CH2:26]1. (3) Given the product [ClH:3].[Cl:3][C:5]([C:8]1[C:16]2[C:11](=[CH:12][CH:13]=[CH:14][CH:15]=2)[N:10]([C:17]2[C:26]3[C:21](=[CH:22][CH:23]=[C:24]([C:27]([F:30])([F:29])[F:28])[CH:25]=3)[N:20]=[CH:19][CH:18]=2)[CH:9]=1)=[O:6], predict the reactants needed to synthesize it. The reactants are: S(Cl)([Cl:3])=O.[C:5]([C:8]1[C:16]2[C:11](=[CH:12][CH:13]=[CH:14][CH:15]=2)[N:10]([C:17]2[C:26]3[C:21](=[CH:22][CH:23]=[C:24]([C:27]([F:30])([F:29])[F:28])[CH:25]=3)[N:20]=[CH:19][CH:18]=2)[CH:9]=1)(O)=[O:6]. (4) Given the product [CH2:20]([O:19][C@@H:17]1[CH2:18][C@H:15]([N:14]2[C:13]3[CH:27]=[C:28]([F:31])[CH:29]=[CH:30][C:12]=3[N:11]=[C:10]2[C@@H:8]([NH2:7])[CH3:9])[CH2:16]1)[C:21]1[CH:22]=[CH:23][CH:24]=[CH:25][CH:26]=1, predict the reactants needed to synthesize it. The reactants are: C(OC(=O)[NH:7][C@H:8]([C:10]1[N:14]([C@H:15]2[CH2:18][C@@H:17]([O:19][CH2:20][C:21]3[CH:26]=[CH:25][CH:24]=[CH:23][CH:22]=3)[CH2:16]2)[C:13]2[CH:27]=[C:28]([F:31])[CH:29]=[CH:30][C:12]=2[N:11]=1)[CH3:9])(C)(C)C.C(O)(C(F)(F)F)=O.